This data is from Experimental lipophilicity measurements (octanol/water distribution) for 4,200 compounds from AstraZeneca. The task is: Regression/Classification. Given a drug SMILES string, predict its absorption, distribution, metabolism, or excretion properties. Task type varies by dataset: regression for continuous measurements (e.g., permeability, clearance, half-life) or binary classification for categorical outcomes (e.g., BBB penetration, CYP inhibition). For this dataset (lipophilicity_astrazeneca), we predict Y. (1) The molecule is COc1cc(N2CCN(C(C)=O)CC2)ccc1Nc1ncc(Cl)c(-c2cnc3ccc(N(C)C)cn23)n1. The Y is 4.10 logD. (2) The compound is O=C1c2ccc(O)cc2C(=O)N1c1ccc(O)cc1. The Y is 1.80 logD. (3) The drug is Cc1cc(Nc2cc(N3CCN(C)CC3)nc(Sc3ccc(NC(=O)C4CC4)cc3)n2)n[nH]1. The Y is 3.47 logD. (4) The drug is Nc1ncc(-c2ccc(S(=O)(=O)N3CCOCC3)cc2)nc1C(=O)Nc1cccnc1. The Y is 2.83 logD.